From a dataset of SARS-CoV-2 main protease (3CLPro) crystallographic fragment screen with 879 compounds. Binary Classification. Given a drug SMILES string, predict its activity (active/inactive) in a high-throughput screening assay against a specified biological target. (1) The molecule is CC(C)NC(=O)CN1CCCNCC1. The result is 0 (inactive). (2) The compound is OC1CCN(Cc2ccsc2)CC1. The result is 1 (active). (3) The result is 0 (inactive). The molecule is COC(=O)[C@@H]1CCN(C(C)=O)[C@H]1C. (4) The molecule is O=C(O)Cc1ccc(-c2ccccc2)cc1. The result is 0 (inactive). (5) The compound is COc1cc(NC(C)=O)c(OC)cc1Cl. The result is 0 (inactive). (6) The molecule is CC(=O)N1C[C@H](O)C[C@@H]1C(=O)O. The result is 0 (inactive). (7) The molecule is COC(=O)Nc1sc(C)nc1-c1ccccc1. The result is 1 (active).